This data is from Peptide-MHC class II binding affinity with 134,281 pairs from IEDB. The task is: Regression. Given a peptide amino acid sequence and an MHC pseudo amino acid sequence, predict their binding affinity value. This is MHC class II binding data. (1) The MHC is DRB1_1201 with pseudo-sequence DRB1_1201. The peptide sequence is TITVYAVTYYKEADY. The binding affinity (normalized) is 0.573. (2) The peptide sequence is EKKYFAAEQFEPLAA. The MHC is HLA-DPA10103-DPB10401 with pseudo-sequence HLA-DPA10103-DPB10401. The binding affinity (normalized) is 1.00. (3) The binding affinity (normalized) is 0.167. The MHC is DRB1_0401 with pseudo-sequence DRB1_0401. The peptide sequence is LGEVFIAQSKGLYRQ. (4) The peptide sequence is GELQIVPKIDAAFKI. The MHC is DRB3_0101 with pseudo-sequence DRB3_0101. The binding affinity (normalized) is 0.644. (5) The peptide sequence is NCPNLSPREEPDDID. The MHC is DRB3_0101 with pseudo-sequence DRB3_0101. The binding affinity (normalized) is 0. (6) The peptide sequence is ILPIAEMSVVAMEFG. The MHC is HLA-DPA10201-DPB10501 with pseudo-sequence HLA-DPA10201-DPB10501. The binding affinity (normalized) is 0.365. (7) The MHC is DRB1_0301 with pseudo-sequence DRB1_0301. The binding affinity (normalized) is 0. The peptide sequence is ATTANVPPADKYKTF.